This data is from Catalyst prediction with 721,799 reactions and 888 catalyst types from USPTO. The task is: Predict which catalyst facilitates the given reaction. (1) Reactant: [CH2:1]([N:3]1[CH:7]=[C:6]([N:8]2[C:20]3[C:19]4[CH:18]=[C:17]([C:21]5[CH:22]=[N:23][C:24]([CH2:27][OH:28])=[CH:25][CH:26]=5)[CH:16]=[CH:15][C:14]=4[N:13]=[CH:12][C:11]=3[N:10]([CH3:29])[C:9]2=[O:30])[C:5]([CH3:31])=[N:4]1)[CH3:2].[H-].[Na+].I[CH3:35]. Product: [CH2:1]([N:3]1[CH:7]=[C:6]([N:8]2[C:20]3[C:19]4[CH:18]=[C:17]([C:21]5[CH:22]=[N:23][C:24]([CH2:27][O:28][CH3:35])=[CH:25][CH:26]=5)[CH:16]=[CH:15][C:14]=4[N:13]=[CH:12][C:11]=3[N:10]([CH3:29])[C:9]2=[O:30])[C:5]([CH3:31])=[N:4]1)[CH3:2]. The catalyst class is: 3. (2) Reactant: [NH2:1][CH:2]1[CH2:7][CH2:6][N:5]([CH2:8][CH:9]2[N:19]3[C:20]4[N:11]([C:12](=[O:22])[CH:13]=[CH:14][C:15]=4[N:16]=[CH:17][C:18]3=[O:21])[CH2:10]2)[CH2:4][CH2:3]1.S([O-])([O-])(=O)=O.[Mg+2].[F:29][C:30]1[CH:31]=[C:32](/[CH:36]=[CH:37]/[CH:38]=O)[CH:33]=[CH:34][CH:35]=1.[BH-](OC(C)=O)(OC(C)=O)OC(C)=O.[Na+]. Product: [F:29][C:30]1[CH:31]=[C:32](/[CH:36]=[CH:37]/[CH2:38][NH:1][CH:2]2[CH2:7][CH2:6][N:5]([CH2:8][CH:9]3[N:19]4[C:20]5[N:11]([C:12](=[O:22])[CH:13]=[CH:14][C:15]=5[N:16]=[CH:17][C:18]4=[O:21])[CH2:10]3)[CH2:4][CH2:3]2)[CH:33]=[CH:34][CH:35]=1. The catalyst class is: 98. (3) Reactant: COC1C=CC([CH2:7][N:8](C)[C:9]2[N:10]=[CH:11][CH:12]3[CH:17]([CH:18]=2)[N:16]([CH2:19][CH3:20])[C:15](=[O:21])[C:14]([C:22]2[C:23]([F:41])=[CH:24][C:25]([F:40])=[C:26]([NH:28][C:29]([NH:31][C:32]4[CH:37]=[C:36]([F:38])[CH:35]=[C:34]([F:39])[CH:33]=4)=[O:30])[CH:27]=2)=[CH:13]3)=CC=1.C1(OC)C=CC=CC=1.C(O)(C(F)(F)F)=O. Product: [F:39][C:34]1[CH:33]=[C:32]([NH:31][C:29]([NH:28][C:26]2[CH:27]=[C:22]([C:14]3[C:15](=[O:21])[N:16]([CH2:19][CH3:20])[CH:17]4[CH:12]([CH:13]=3)[CH:11]=[N:10][C:9]([NH:8][CH3:7])=[CH:18]4)[C:23]([F:41])=[CH:24][C:25]=2[F:40])=[O:30])[CH:37]=[C:36]([F:38])[CH:35]=1. The catalyst class is: 2. (4) Reactant: CS(C)=O.C(Cl)(=O)C(Cl)=O.[CH:11]([C@@H:24]1[O:29][CH2:28][C@@H:27]([OH:30])[CH2:26][CH2:25]1)([C:18]1[CH:23]=[CH:22][CH:21]=[CH:20][CH:19]=1)[C:12]1[CH:17]=[CH:16][CH:15]=[CH:14][CH:13]=1.C(N(CC)CC)C. Product: [CH:11]([CH:24]1[O:29][CH2:28][C:27](=[O:30])[CH2:26][CH2:25]1)([C:18]1[CH:23]=[CH:22][CH:21]=[CH:20][CH:19]=1)[C:12]1[CH:13]=[CH:14][CH:15]=[CH:16][CH:17]=1. The catalyst class is: 2. (5) Product: [CH2:26]([O:25][C:23]([C@@H:2]1[CH2:7][CH2:6][N:5]([C:8]([O:10][C:11]([CH3:14])([CH3:13])[CH3:12])=[O:9])[CH2:4][C@@H:3]1[OH:15])=[O:24])[C:27]1[CH:32]=[CH:31][CH:30]=[CH:29][CH:28]=1. The catalyst class is: 91. Reactant: N[C@@H:2]1[CH2:7][CH2:6][N:5]([C:8]([O:10][C:11]([CH3:14])([CH3:13])[CH3:12])=[O:9])[CH2:4][C@H:3]1[OH:15].CCN(CC)CC.[C:23](ON1C(=O)CCC1=O)([O:25][CH2:26][C:27]1[CH:32]=[CH:31][CH:30]=[CH:29][CH:28]=1)=[O:24]. (6) Reactant: [H-].[Na+].Cl[CH2:4][C:5]([NH:7][C:8]1[CH:13]=[CH:12][C:11]([C:14]2[CH:19]=[CH:18][C:17]([C:20]([F:23])([F:22])[F:21])=[CH:16][CH:15]=2)=[CH:10][C:9]=1[CH2:24][OH:25])=[O:6]. Product: [F:21][C:20]([F:23])([F:22])[C:17]1[CH:18]=[CH:19][C:14]([C:11]2[CH:12]=[CH:13][C:8]3[NH:7][C:5](=[O:6])[CH2:4][O:25][CH2:24][C:9]=3[CH:10]=2)=[CH:15][CH:16]=1. The catalyst class is: 1. (7) Product: [CH3:20][C:18]1[N:19]=[C:15]([NH:14][C:2](=[O:3])[O:4][C:5]2[CH:10]=[CH:9][C:8]([N+:11]([O-:13])=[O:12])=[CH:7][CH:6]=2)[S:16][CH:17]=1. The catalyst class is: 2. Reactant: Cl[C:2]([O:4][C:5]1[CH:10]=[CH:9][C:8]([N+:11]([O-:13])=[O:12])=[CH:7][CH:6]=1)=[O:3].[NH2:14][C:15]1[S:16][CH:17]=[C:18]([CH3:20])[N:19]=1.N1C=CC=CC=1.O. (8) Product: [NH2:18][C:9]1[CH:10]=[C:11]([N:12]2[CH2:16][CH2:15][CH2:14][C:13]2=[O:17])[C:2]([F:1])=[C:3]([CH:8]=1)[C:4]([O:6][CH3:7])=[O:5]. Reactant: [F:1][C:2]1[C:11]([N:12]2[CH2:16][CH2:15][CH2:14][C:13]2=[O:17])=[CH:10][C:9]([N+:18]([O-])=O)=[CH:8][C:3]=1[C:4]([O:6][CH3:7])=[O:5]. The catalyst class is: 748. (9) Reactant: [NH:1]([C:3]1[N:4]=[C:5]2[CH:25]=[C:24]([C:26]([F:29])([F:28])[F:27])[CH:23]=[N:22][C:6]2=[N:7][C:8]=1[N:9]1[CH2:12][CH:11]([N:13]([CH3:21])[C:14](=[O:20])[O:15][C:16]([CH3:19])([CH3:18])[CH3:17])[CH2:10]1)[NH2:2].[CH:30](OC)(OC)OC. Product: [CH3:21][N:13]([CH:11]1[CH2:12][N:9]([C:8]2[C:3]3[N:4]([CH:30]=[N:2][N:1]=3)[C:5]3[CH:25]=[C:24]([C:26]([F:29])([F:28])[F:27])[CH:23]=[N:22][C:6]=3[N:7]=2)[CH2:10]1)[C:14](=[O:20])[O:15][C:16]([CH3:18])([CH3:19])[CH3:17]. The catalyst class is: 28. (10) Reactant: [CH3:1][CH:2](O)[CH2:3][CH:4]=[CH2:5].[C:7]1(=[O:17])[NH:11][C:10](=[O:12])[C:9]2=[CH:13][CH:14]=[CH:15][CH:16]=[C:8]12.C1(P(C2C=CC=CC=2)C2C=CC=CC=2)C=CC=CC=1.N(C(OCC)=O)=NC(OCC)=O. Product: [CH2:1]=[CH:2][CH2:3][CH:4]([N:11]1[C:7](=[O:17])[C:8]2=[CH:16][CH:15]=[CH:14][CH:13]=[C:9]2[C:10]1=[O:12])[CH3:5]. The catalyst class is: 20.